From a dataset of Catalyst prediction with 721,799 reactions and 888 catalyst types from USPTO. Predict which catalyst facilitates the given reaction. Reactant: [NH2:1][C:2]1[CH:7]=[C:6]([CH3:8])[CH:5]=[CH:4][C:3]=1[S:9][C:10]1[CH:11]=[C:12]([OH:16])[CH:13]=[CH:14][CH:15]=1.C([C:19]1[C:20]([N:28]=[CH:29][N:30]([CH3:32])C)=[N:21][C:22]([CH2:25][CH2:26][CH3:27])=[CH:23][CH:24]=1)#N. Product: [CH3:8][C:6]1[CH:5]=[CH:4][C:3]([S:9][C:10]2[CH:11]=[C:12]([OH:16])[CH:13]=[CH:14][CH:15]=2)=[C:2]([NH:1][C:32]2[C:19]3[CH:24]=[CH:23][C:22]([CH2:25][CH2:26][CH3:27])=[N:21][C:20]=3[N:28]=[CH:29][N:30]=2)[CH:7]=1. The catalyst class is: 15.